Dataset: Catalyst prediction with 721,799 reactions and 888 catalyst types from USPTO. Task: Predict which catalyst facilitates the given reaction. (1) Reactant: [CH2:1]([O:4][C:5]1[CH:6]=[C:7]([CH:14]=[CH:15][C:16]=1[O:17][CH2:18][CH2:19][CH3:20])[C:8]([O:10]CCC)=[O:9])[CH2:2][CH3:3].[OH-].[K+].O. Product: [CH2:1]([O:4][C:5]1[CH:6]=[C:7]([CH:14]=[CH:15][C:16]=1[O:17][CH2:18][CH2:19][CH3:20])[C:8]([OH:10])=[O:9])[CH2:2][CH3:3]. The catalyst class is: 12. (2) Reactant: [F:1][C:2]([F:14])([F:13])[C:3]1[CH:12]=[C:11]2[C:6]([CH2:7][CH2:8][NH:9][CH2:10]2)=[CH:5][CH:4]=1.[C:15]([O:19][C:20]([NH:22][C@@H:23]1[CH2:27][CH2:26][C@:25]([CH:31]([CH3:33])[CH3:32])([C:28](O)=[O:29])[CH2:24]1)=[O:21])([CH3:18])([CH3:17])[CH3:16].C(N(CC)C(C)C)(C)C. Product: [CH:31]([C@:25]1([C:28]([N:9]2[CH2:8][CH2:7][C:6]3[C:11](=[CH:12][C:3]([C:2]([F:1])([F:13])[F:14])=[CH:4][CH:5]=3)[CH2:10]2)=[O:29])[CH2:26][CH2:27][C@@H:23]([NH:22][C:20](=[O:21])[O:19][C:15]([CH3:17])([CH3:16])[CH3:18])[CH2:24]1)([CH3:33])[CH3:32]. The catalyst class is: 2. (3) Reactant: [N:1]1([C:7]2[CH:12]=[CH:11][C:10]([CH2:13][NH2:14])=[CH:9][CH:8]=2)[CH2:6][CH2:5][CH2:4][CH2:3][CH2:2]1.ClC(Cl)(O[C:19](=[O:25])OC(Cl)(Cl)Cl)Cl.[N-:27]=[C:28]=O.[CH3:30][N:31]([CH:33]=[O:34])C. Product: [N:1]1([C:7]2[CH:12]=[CH:11][C:10]([CH2:13][NH:14][C:33]([NH:31][C:30]3[C:28]4[NH:27][C:19](=[O:25])[NH:1][C:2]=4[CH:3]=[CH:4][CH:5]=3)=[O:34])=[CH:9][CH:8]=2)[CH2:6][CH2:5][CH2:4][CH2:3][CH2:2]1. The catalyst class is: 25. (4) The catalyst class is: 8. Reactant: [OH:1][C:2]1[CH:3]=[C:4]([CH2:8][C:9]([OH:11])=[O:10])[CH:5]=[CH:6][CH:7]=1.O.[C:13]1(C)C=CC(S(O)(=O)=O)=C[CH:14]=1. Product: [OH:1][C:2]1[CH:3]=[C:4]([CH2:8][C:9]([O:11][CH2:13][CH3:14])=[O:10])[CH:5]=[CH:6][CH:7]=1. (5) Reactant: [H-].[Na+].[CH2:3]([CH:10]1[CH2:14][CH2:13][NH:12][CH2:11]1)[C:4]1[CH:9]=[CH:8][CH:7]=[CH:6][CH:5]=1.[Cl:15][C:16]1[CH:17]=[C:18]2[C:22](=[CH:23][CH:24]=1)[NH:21][CH:20]=[C:19]2[CH2:25][CH2:26][NH:27][C:28](=O)[O:29]C1C=CC=CC=1. Product: [CH2:3]([CH:10]1[CH2:14][CH2:13][N:12]([C:28]([NH:27][CH2:26][CH2:25][C:19]2[C:18]3[C:22](=[CH:23][CH:24]=[C:16]([Cl:15])[CH:17]=3)[NH:21][CH:20]=2)=[O:29])[CH2:11]1)[C:4]1[CH:9]=[CH:8][CH:7]=[CH:6][CH:5]=1. The catalyst class is: 1. (6) Reactant: [Al+3].[Cl-].[Cl-].[Cl-].[CH3:5][O:6][C:7](=[O:11])[C:8](Cl)=[O:9].[Br:12][C:13]1[C:22]2[C:17](=[CH:18][CH:19]=[CH:20][CH:21]=2)[CH:16]=[CH:15][CH:14]=1.O. Product: [CH3:5][O:6][C:7](=[O:11])[C:8]([C:16]1[C:17]2[C:22](=[CH:21][CH:20]=[CH:19][CH:18]=2)[C:13]([Br:12])=[CH:14][CH:15]=1)=[O:9]. The catalyst class is: 2. (7) Reactant: [OH:1][C:2]1[CH:19]=[C:18]([C:20]([NH:22][CH2:23][C:24]([O:26]C)=[O:25])=[O:21])[CH:17]=[C:16]2[C:3]=1[C@@:4]1([CH3:33])[C@H:13]([CH2:14][S:15]2(=[O:29])=[O:28])[C@:12]2([CH3:30])[C@H:7]([C:8]([CH3:32])([CH3:31])[CH2:9][CH2:10][CH2:11]2)[CH2:6][CH2:5]1.O[Li].O. The catalyst class is: 24. Product: [OH:1][C:2]1[CH:19]=[C:18]([C:20]([NH:22][CH2:23][C:24]([OH:26])=[O:25])=[O:21])[CH:17]=[C:16]2[C:3]=1[C@@:4]1([CH3:33])[C@H:13]([CH2:14][S:15]2(=[O:29])=[O:28])[C@:12]2([CH3:30])[C@H:7]([C:8]([CH3:32])([CH3:31])[CH2:9][CH2:10][CH2:11]2)[CH2:6][CH2:5]1. (8) Reactant: [Cl:1][C:2]1[C:11]2[C:6](=[C:7]([NH2:12])[CH:8]=[CH:9][CH:10]=2)[N:5]=[CH:4][CH:3]=1.[C:13]1([S:19](Cl)(=[O:21])=[O:20])[CH:18]=[CH:17][CH:16]=[CH:15][CH:14]=1. Product: [Cl:1][C:2]1[C:11]2[C:6](=[C:7]([NH:12][S:19]([C:13]3[CH:18]=[CH:17][CH:16]=[CH:15][CH:14]=3)(=[O:21])=[O:20])[CH:8]=[CH:9][CH:10]=2)[N:5]=[CH:4][CH:3]=1. The catalyst class is: 2. (9) Reactant: Br[C:2]1[CH:9]=[CH:8][C:5]([CH:6]=[O:7])=[CH:4][CH:3]=1.[C:10]1([C:16]#[CH:17])[CH:15]=[CH:14][CH:13]=[CH:12][CH:11]=1. Product: [C:10]1([C:16]#[C:17][C:2]2[CH:9]=[CH:8][C:5]([CH:6]=[O:7])=[CH:4][CH:3]=2)[CH:15]=[CH:14][CH:13]=[CH:12][CH:11]=1. The catalyst class is: 66. (10) Reactant: [CH3:1][C:2]1[CH:29]=[C:28]([CH3:30])[CH:27]=[CH:26][C:3]=1[C:4]([NH:6][C:7]1[C:11]2[CH2:12][CH2:13][N:14]3[C:18]([C:10]=2[NH:9][N:8]=1)=[CH:17][C:16]([C:19]([N:21]1[CH2:25][CH2:24][CH2:23][CH2:22]1)=[O:20])=[CH:15]3)=[O:5].Cl[CH2:32]Cl.CI. Product: [CH3:1][C:2]1[CH:29]=[C:28]([CH3:30])[CH:27]=[CH:26][C:3]=1[C:4]([NH:6][C:7]1[C:11]2[CH2:12][CH2:13][N:14]3[C:18]([C:10]=2[N:9]([CH3:32])[N:8]=1)=[CH:17][C:16]([C:19]([N:21]1[CH2:25][CH2:24][CH2:23][CH2:22]1)=[O:20])=[CH:15]3)=[O:5]. The catalyst class is: 6.